The task is: Predict the reaction yield, written as a fraction of the theoretical maximum amount of product (1.0 means a 100% yield; for example, 0.34 means a 34% yield).. This data is from Reaction yield outcomes from USPTO patents with 853,638 reactions. (1) The reactants are [C:1]([O:4][CH2:5]/[CH:6]=[CH:7]/[CH2:8]/[CH:9]=[C:10](\[CH3:22])/[CH2:11][CH2:12]/[CH:13]=[C:14](\[CH3:21])/[CH2:15][CH2:16][CH:17]=[C:18]([CH3:20])[CH3:19])(=[O:3])[CH3:2]. The catalyst is [Pd]. The product is [C:1]([O:4][CH2:5][CH2:6][CH2:7][CH2:8][CH2:9][CH:10]([CH3:22])[CH2:11][CH2:12][CH2:13][CH:14]([CH3:21])[CH2:15][CH2:16][CH2:17][CH:18]([CH3:20])[CH3:19])(=[O:3])[CH3:2]. The yield is 0.890. (2) The reactants are [O:1]=[C:2]1[CH:6]([C:7]([O:9][CH2:10][CH3:11])=[O:8])[CH2:5][C:4](=[O:12])[NH:3]1.[N:13]([C:22]([O:24][C:25]([CH3:28])([CH3:27])[CH3:26])=[O:23])=[N:14][C:15]([O:17][C:18]([CH3:21])([CH3:20])[CH3:19])=[O:16].C(=O)([O-])[O-].[K+].[K+]. The catalyst is C(OCC)(=O)C. The product is [C:25]([O:24][C:22]([N:13]([C:6]1([C:7]([O:9][CH2:10][CH3:11])=[O:8])[CH2:5][C:4](=[O:12])[NH:3][C:2]1=[O:1])[NH:14][C:15]([O:17][C:18]([CH3:21])([CH3:20])[CH3:19])=[O:16])=[O:23])([CH3:28])([CH3:27])[CH3:26]. The yield is 0.830. (3) The reactants are C([BH3-])#N.[Na+].[CH:5](=O)[CH3:6].Cl.[NH2:9][C:10]1[CH:15]=[CH:14][C:13]([NH:16][C:17]([C:19]2[CH:24]=[C:23]([N+:25]([O-:27])=[O:26])[CH:22]=[CH:21][C:20]=2[Cl:28])=[O:18])=[CH:12][CH:11]=1.C(=O)(O)[O-].[Na+]. The catalyst is CO.O. The product is [ClH:28].[CH2:5]([NH:9][C:10]1[CH:11]=[CH:12][C:13]([NH:16][C:17]([C:19]2[CH:24]=[C:23]([N+:25]([O-:27])=[O:26])[CH:22]=[CH:21][C:20]=2[Cl:28])=[O:18])=[CH:14][CH:15]=1)[CH3:6]. The yield is 0.410.